Dataset: Catalyst prediction with 721,799 reactions and 888 catalyst types from USPTO. Task: Predict which catalyst facilitates the given reaction. Reactant: [CH:1]([NH:4][C:5]([NH:7][NH:8][C:9]([C:11]1[CH:12]=[C:13]2[C:17](=[CH:18][CH:19]=1)[NH:16][CH:15]=[C:14]2[N+:20]([O-:22])=[O:21])=[O:10])=S)([CH3:3])[CH3:2].CCN=C=NCCCN(C)C.Cl. Product: [CH:1]([NH:4][C:5]1[O:10][C:9]([C:11]2[CH:12]=[C:13]3[C:17](=[CH:18][CH:19]=2)[NH:16][CH:15]=[C:14]3[N+:20]([O-:22])=[O:21])=[N:8][N:7]=1)([CH3:3])[CH3:2]. The catalyst class is: 11.